Dataset: Peptide-MHC class II binding affinity with 134,281 pairs from IEDB. Task: Regression. Given a peptide amino acid sequence and an MHC pseudo amino acid sequence, predict their binding affinity value. This is MHC class II binding data. (1) The peptide sequence is ISGYNFSLSAAVKAG. The MHC is DRB1_0404 with pseudo-sequence DRB1_0404. The binding affinity (normalized) is 0.634. (2) The binding affinity (normalized) is 0.446. The MHC is DRB1_0101 with pseudo-sequence DRB1_0101. The peptide sequence is AAHSAAFEDLRVSSY. (3) The peptide sequence is ANMWSLMYFHKRDMR. The MHC is DRB3_0202 with pseudo-sequence DRB3_0202. The binding affinity (normalized) is 0.666. (4) The peptide sequence is QTDIPSEPWNTGHDW. The MHC is DRB3_0301 with pseudo-sequence DRB3_0301. The binding affinity (normalized) is 0.256. (5) The peptide sequence is SADEVQRMMAEIDTD. The MHC is HLA-DQA10501-DQB10301 with pseudo-sequence HLA-DQA10501-DQB10301. The binding affinity (normalized) is 0.349. (6) The peptide sequence is GSDEKNLALSIKYNK. The binding affinity (normalized) is 0.377. The MHC is DRB1_1602 with pseudo-sequence DRB1_1602.